Dataset: Forward reaction prediction with 1.9M reactions from USPTO patents (1976-2016). Task: Predict the product of the given reaction. (1) Given the reactants [Br:1][C:2]1[CH:3]=[C:4]2[C:10](I)=[N:9][N:8]([CH2:12][O:13][C:14](=[O:19])[C:15]([CH3:18])([CH3:17])[CH3:16])[C:5]2=[N:6][CH:7]=1.[Cl-].[Cl:21][C:22]1[CH:23]=[C:24]([CH:27]=[CH:28][CH:29]=1)[CH2:25][Zn+], predict the reaction product. The product is: [Br:1][C:2]1[CH:3]=[C:4]2[C:10]([CH2:25][C:24]3[CH:27]=[CH:28][CH:29]=[C:22]([Cl:21])[CH:23]=3)=[N:9][N:8]([CH2:12][O:13][C:14](=[O:19])[C:15]([CH3:18])([CH3:17])[CH3:16])[C:5]2=[N:6][CH:7]=1. (2) The product is: [C:1]([N:4]1[C:13]2[C:8](=[CH:9][C:10]([C:32]3[S:33][C:34]([CH:37]=[O:38])=[CH:35][N:36]=3)=[CH:11][CH:12]=2)[C@H:7]([NH:23][C:24](=[O:29])[O:25][CH:26]([CH3:27])[CH3:28])[CH2:6][C@@H:5]1[CH3:30])(=[O:3])[CH3:2]. Given the reactants [C:1]([N:4]1[C:13]2[C:8](=[CH:9][C:10](B3OC(C)(C)C(C)(C)O3)=[CH:11][CH:12]=2)[C@H:7]([NH:23][C:24](=[O:29])[O:25][CH:26]([CH3:28])[CH3:27])[CH2:6][C@@H:5]1[CH3:30])(=[O:3])[CH3:2].Br[C:32]1[S:33][C:34]([CH:37]=[O:38])=[CH:35][N:36]=1.C(=O)(O)[O-].[Na+], predict the reaction product. (3) Given the reactants [C:1]([CH:5]1[CH2:14][CH2:13][C:12]2[N:11]=[C:10]3[S:15][C:16]([C:18]([NH2:20])=[NH:19])=[CH:17][C:9]3=[CH:8][C:7]=2[CH2:6]1)([CH3:4])([CH3:3])[CH3:2].[OH:21][CH2:22][C:23]([CH2:25]O)=O.[NH4+].[Cl-].O, predict the reaction product. The product is: [C:1]([CH:5]1[CH2:14][CH2:13][C:12]2[N:11]=[C:10]3[S:15][C:16]([C:18]4[NH:20][C:23]([CH2:22][OH:21])=[CH:25][N:19]=4)=[CH:17][C:9]3=[CH:8][C:7]=2[CH2:6]1)([CH3:4])([CH3:2])[CH3:3]. (4) Given the reactants [Br:1][C:2]1[C:3]([CH3:17])=[CH:4][C:5]2[O:10][C:9]([CH3:12])([CH3:11])[C:8](=[O:13])[N:7]([CH2:14]C)[C:6]=2[CH:16]=1.CI, predict the reaction product. The product is: [Br:1][C:2]1[C:3]([CH3:17])=[CH:4][C:5]2[O:10][C:9]([CH3:11])([CH3:12])[C:8](=[O:13])[N:7]([CH3:14])[C:6]=2[CH:16]=1. (5) Given the reactants [OH-].[Na+].[CH3:3][C:4]([CH3:6])=[O:5].[CH:7](=O)[C:8]1[CH:13]=[CH:12][CH:11]=[CH:10][CH:9]=1, predict the reaction product. The product is: [C:8]1(/[CH:7]=[CH:3]/[C:4](=[O:5])/[CH:6]=[CH:7]/[C:8]2[CH:13]=[CH:12][CH:11]=[CH:10][CH:9]=2)[CH:13]=[CH:12][CH:11]=[CH:10][CH:9]=1. (6) Given the reactants [F:1][C:2]1[CH:3]=[C:4]([CH:14]=[CH:15][CH:16]=1)[CH2:5][O:6][C:7]1[CH:12]=[CH:11][C:10](I)=[CH:9][CH:8]=1.[CH3:17][Si:18]([C:21]#[CH:22])([CH3:20])[CH3:19].[Cl-].[NH4+], predict the reaction product. The product is: [F:1][C:2]1[CH:3]=[C:4]([CH:14]=[CH:15][CH:16]=1)[CH2:5][O:6][C:7]1[CH:12]=[CH:11][C:10]([C:22]#[C:21][Si:18]([CH3:20])([CH3:19])[CH3:17])=[CH:9][CH:8]=1. (7) The product is: [CH:13]1[CH:12]=[CH:11][CH:10]=[C:9]2[C:14]=1[C:5]1[N:4]3[CH2:16][CH2:17][CH2:18][N:19]([C:20]([O:21][C:22]([CH3:25])([CH3:24])[CH3:23])=[O:26])[CH2:2][C:3]3=[N:15][C:6]=1[CH:7]=[N:8]2. Given the reactants Cl[CH2:2][C:3]1[N:4]([CH2:16][CH2:17][CH2:18][NH:19][C:20](=[O:26])[O:21][C:22]([CH3:25])([CH3:24])[CH3:23])[C:5]2[C:14]3[CH:13]=[CH:12][CH:11]=[CH:10][C:9]=3[N:8]=[CH:7][C:6]=2[N:15]=1.CC(C)([O-])C.[K+].C(OCC)(=O)C, predict the reaction product. (8) The product is: [Cl:8][C:5]1[CH:6]=[CH:7][C:2]2[NH:1][C:19](=[O:26])[CH:20]([CH2:22][C:23]([OH:25])=[O:24])[S:21][CH:9]([C:11]3[CH:16]=[CH:15][CH:14]=[C:13]([F:17])[C:12]=3[F:18])[C:3]=2[CH:4]=1. Given the reactants [NH2:1][C:2]1[CH:7]=[CH:6][C:5]([Cl:8])=[CH:4][C:3]=1[CH:9]([C:11]1[CH:16]=[CH:15][CH:14]=[C:13]([F:17])[C:12]=1[F:18])O.[C:19](O)(=[O:26])[CH:20]([CH2:22][C:23]([OH:25])=[O:24])[SH:21].Cl.O1CCOCC1, predict the reaction product. (9) Given the reactants [CH2:1]([O:7][C:8]1[CH:28]=[CH:27][C:11]([N:12]([C:20]2[CH:25]=[CH:24][C:23](Br)=[CH:22][CH:21]=2)[C:13]2[CH:18]=[CH:17][C:16](Br)=[CH:15][CH:14]=2)=[CH:10][CH:9]=1)[CH2:2][CH2:3][CH2:4][CH2:5][CH3:6].C[Si]([C:33]#[CH:34])(C)C.[C:35]1(P(C2C=CC=CC=2)C2C=CC=CC=2)C=CC=C[CH:36]=1.C(=O)([O-])[O-].[K+].[K+], predict the reaction product. The product is: [CH2:1]([O:7][C:8]1[CH:28]=[CH:27][C:11]([N:12]([C:20]2[CH:25]=[CH:24][C:23]([C:33]#[CH:34])=[CH:22][CH:21]=2)[C:13]2[CH:18]=[CH:17][C:16]([C:35]#[CH:36])=[CH:15][CH:14]=2)=[CH:10][CH:9]=1)[CH2:2][CH2:3][CH2:4][CH2:5][CH3:6]. (10) Given the reactants [CH3:1][N:2]1[C:6]([C:7]2[CH:12]=[CH:11][C:10]([C:13]([F:16])([F:15])[F:14])=[CH:9][CH:8]=2)=[N:5][NH:4][C:3]1=[S:17].Br[CH2:19][CH2:20][CH2:21][Cl:22].C(O)(=O)C, predict the reaction product. The product is: [Cl:22][CH2:21][CH2:20][CH2:19][S:17][C:3]1[N:2]([CH3:1])[C:6]([C:7]2[CH:8]=[CH:9][C:10]([C:13]([F:14])([F:15])[F:16])=[CH:11][CH:12]=2)=[N:5][N:4]=1.